This data is from Peptide-MHC class II binding affinity with 134,281 pairs from IEDB. The task is: Regression. Given a peptide amino acid sequence and an MHC pseudo amino acid sequence, predict their binding affinity value. This is MHC class II binding data. The binding affinity (normalized) is 0.382. The MHC is DRB4_0101 with pseudo-sequence DRB4_0103. The peptide sequence is KFDSQLARRHMARELH.